From a dataset of Forward reaction prediction with 1.9M reactions from USPTO patents (1976-2016). Predict the product of the given reaction. (1) Given the reactants [CH3:1][O:2][C:3]1[CH:4]=[CH:5][C:6]([C:9]([OH:11])=O)=[CH:7][CH:8]=1.[C:12](Cl)(=O)C(Cl)=O.CCl.[NH2:20][CH2:21][C:22](=[O:28])[CH2:23][CH2:24][C:25]([OH:27])=[O:26].C(N(CC)CC)C, predict the reaction product. The product is: [CH3:12][O:26][C:25](=[O:27])[CH2:24][CH2:23][C:22]([CH2:21][NH:20][C:9](=[O:11])[C:6]1[CH:7]=[CH:8][C:3]([O:2][CH3:1])=[CH:4][CH:5]=1)=[O:28]. (2) Given the reactants Cl[C:2]1[C:7]2[C:8](=[O:24])[N:9]([CH2:13][C:14]3[CH:19]=[CH:18][C:17]([O:20][CH3:21])=[CH:16][C:15]=3[O:22][CH3:23])[C:10]([CH3:12])([CH3:11])[C:6]=2[C:5]([F:25])=[C:4]([NH:26][C@@H:27]2[CH2:32][CH2:31][CH2:30][CH2:29][C@@H:28]2[NH:33][C:34](=[O:40])[O:35][C:36]([CH3:39])([CH3:38])[CH3:37])[N:3]=1.C([O-])([O-])=O.[Na+].[Na+].[CH3:47][N:48]1[CH:52]=[C:51](B2OC(C)(C)C(C)(C)O2)[CH:50]=[N:49]1, predict the reaction product. The product is: [CH3:23][O:22][C:15]1[CH:16]=[C:17]([O:20][CH3:21])[CH:18]=[CH:19][C:14]=1[CH2:13][N:9]1[C:10]([CH3:12])([CH3:11])[C:6]2[C:5]([F:25])=[C:4]([NH:26][C@@H:27]3[CH2:32][CH2:31][CH2:30][CH2:29][C@@H:28]3[NH:33][C:34](=[O:40])[O:35][C:36]([CH3:38])([CH3:39])[CH3:37])[N:3]=[C:2]([C:51]3[CH:50]=[N:49][N:48]([CH3:47])[CH:52]=3)[C:7]=2[C:8]1=[O:24]. (3) The product is: [NH:7]1[C:2]2[CH:3]=[CH:4][CH:5]=[CH:6][C:1]=2[N:8]=[C:15]1[C:14]1[CH:18]=[C:10]([Cl:9])[CH:11]=[CH:12][C:13]=1[OH:19]. Given the reactants [C:1]1([NH2:8])[C:2]([NH2:7])=[CH:3][CH:4]=[CH:5][CH:6]=1.[Cl:9][C:10]1[CH:11]=[CH:12][C:13]([O:19]C)=[C:14]([CH:18]=1)[C:15](O)=O.[OH-].[K+], predict the reaction product. (4) Given the reactants [CH3:1][C:2]1[O:3][C:4]2[CH:10]=[C:9]([OH:11])[CH:8]=[CH:7][C:5]=2[N:6]=1.C(N(CC)CC)C.[C:19](Cl)(=[O:21])[CH3:20], predict the reaction product. The product is: [C:19]([O:11][C:9]1[CH:8]=[CH:7][C:5]2[N:6]=[C:2]([CH3:1])[O:3][C:4]=2[CH:10]=1)(=[O:21])[CH3:20]. (5) Given the reactants [Cl:1][C:2]1[C:3]([F:26])=[C:4]([C:22]([F:25])=[CH:23][CH:24]=1)[CH2:5][N:6]1[C:18]2[CH:17]=[N:16][C:15]([C:19]([OH:21])=O)=[CH:14][C:13]=2[C:12]2[C:7]1=[CH:8][CH:9]=[CH:10][CH:11]=2.Cl.[CH2:28]([NH:35][OH:36])[C:29]1[CH:34]=[CH:33][CH:32]=[CH:31][CH:30]=1, predict the reaction product. The product is: [CH2:28]([N:35]([OH:36])[C:19]([C:15]1[N:16]=[CH:17][C:18]2[N:6]([CH2:5][C:4]3[C:22]([F:25])=[CH:23][CH:24]=[C:2]([Cl:1])[C:3]=3[F:26])[C:7]3[C:12]([C:13]=2[CH:14]=1)=[CH:11][CH:10]=[CH:9][CH:8]=3)=[O:21])[C:29]1[CH:34]=[CH:33][CH:32]=[CH:31][CH:30]=1. (6) Given the reactants Cl[C:2]1[S:6][C:5]([C:7]2([C:12]3[N:16]4[CH2:17][CH2:18][N:19](C(OCC5C=CC=CC=5)=O)[CH2:20][CH2:21][C:15]4=[N:14][N:13]=3)[CH2:11][CH2:10][CH2:9][CH2:8]2)=[CH:4][CH:3]=1, predict the reaction product. The product is: [S:6]1[CH:2]=[CH:3][CH:4]=[C:5]1[C:7]1([C:12]2[N:16]3[CH2:17][CH2:18][NH:19][CH2:20][CH2:21][C:15]3=[N:14][N:13]=2)[CH2:8][CH2:9][CH2:10][CH2:11]1. (7) Given the reactants [C:1]([C:5]1[N:10]=[C:9]([N:11]2[CH2:16][CH2:15][N:14]([CH2:17][CH2:18][CH2:19][Cl:20])[CH2:13][CH2:12]2)[CH:8]=[C:7]([C:21]([CH3:24])([CH3:23])[CH3:22])[N:6]=1)([CH3:4])([CH3:3])[CH3:2].[CH3:25][N:26]1[CH:30]=[N:29][N:28]=[C:27]1[SH:31].[I-].[K+].O, predict the reaction product. The product is: [ClH:20].[C:1]([C:5]1[N:10]=[C:9]([N:11]2[CH2:16][CH2:15][N:14]([CH2:17][CH2:18][CH2:19][S:31][C:27]3[N:26]([CH3:25])[CH:30]=[N:29][N:28]=3)[CH2:13][CH2:12]2)[CH:8]=[C:7]([C:21]([CH3:24])([CH3:23])[CH3:22])[N:6]=1)([CH3:4])([CH3:3])[CH3:2]. (8) The product is: [CH3:4][C:3]1[O:9][C:7]([CH3:8])=[C:6]([CH3:10])[C:2]=1[CH3:1]. Given the reactants [CH3:1][CH:2]([CH:6]([CH3:10])[C:7](=[O:9])[CH3:8])[C:3](=O)[CH3:4].C1(C)C=CC(S(O)(=O)=O)=CC=1, predict the reaction product.